This data is from Catalyst prediction with 721,799 reactions and 888 catalyst types from USPTO. The task is: Predict which catalyst facilitates the given reaction. (1) Reactant: [F:1][C:2]1[CH:3]=[C:4]([CH:7]=[CH:8][C:9]=1F)[C:5]#[N:6].[NH:11]1[CH2:16][CH2:15][NH:14][CH2:13][CH2:12]1. Product: [F:1][C:2]1[CH:3]=[C:4]([CH:7]=[CH:8][C:9]=1[N:11]1[CH2:16][CH2:15][NH:14][CH2:13][CH2:12]1)[C:5]#[N:6]. The catalyst class is: 395. (2) Reactant: [CH:1]([NH:3][C:4]1[CH:9]=[CH:8][CH:7]=[C:6]([N+:10]([O-:12])=[O:11])[CH:5]=1)=[O:2].C(=O)([O-])[O-].[K+].[K+].Br[CH:20]([C:22](=[O:24])[CH3:23])[CH3:21]. Product: [CH3:21][CH:20]([N:3]([C:4]1[CH:9]=[CH:8][CH:7]=[C:6]([N+:10]([O-:12])=[O:11])[CH:5]=1)[CH:1]=[O:2])[C:22](=[O:24])[CH3:23]. The catalyst class is: 42. (3) Product: [CH2:21]([O:20][C:18]([N:15]1[CH2:16][CH2:17][CH:12]([N:9]2[CH2:8][CH2:7][CH:6]([C:4]([OH:5])=[O:3])[CH2:11][CH2:10]2)[CH2:13][CH2:14]1)=[O:19])[CH3:22]. The catalyst class is: 13. Reactant: C([O:3][C:4]([CH:6]1[CH2:11][CH2:10][N:9]([CH:12]2[CH2:17][CH2:16][N:15]([C:18]([O:20][CH2:21][CH3:22])=[O:19])[CH2:14][CH2:13]2)[CH2:8][CH2:7]1)=[O:5])C.O1CCCC1.O.O.[OH-].[Li+]. (4) Reactant: [H-].[Na+].[CH:3]1([CH:6]([OH:8])[CH3:7])[CH2:5][CH2:4]1.[Cl:9][C:10]1[CH:15]=[C:14](Cl)[N:13]=[CH:12][N:11]=1.[Cl-].[NH4+]. Product: [Cl:9][C:10]1[CH:15]=[C:14]([O:8][CH:6]([CH:3]2[CH2:5][CH2:4]2)[CH3:7])[N:13]=[CH:12][N:11]=1. The catalyst class is: 7. (5) Reactant: [CH3:1][CH:2]([O:4][CH2:5][CH2:6][OH:7])[CH3:3].[H-].[Na+].[Br:10][C:11]1[CH:16]=[CH:15][C:14]([CH2:17]Br)=[CH:13][CH:12]=1. Product: [Br:10][C:11]1[CH:16]=[CH:15][C:14]([CH2:17][O:7][CH2:6][CH2:5][O:4][CH:2]([CH3:3])[CH3:1])=[CH:13][CH:12]=1. The catalyst class is: 1. (6) Reactant: [CH2:1]([C:3]1([Li])[C:7]([CH3:8])=[C:6]([CH3:9])[C:5]([CH3:10])=[C:4]1[CH3:11])[CH3:2].[Cl-:13].[Cl-].[Cl-].[Cl-].[Hf+4:17]. Product: [Cl-:13].[Cl-:13].[CH2:1]([C:3]1([Hf+2:17][C:3]2([CH2:1][CH3:2])[C:7]([CH3:8])=[C:6]([CH3:9])[C:5]([CH3:10])=[C:4]2[CH3:11])[C:7]([CH3:8])=[C:6]([CH3:9])[C:5]([CH3:10])=[C:4]1[CH3:11])[CH3:2]. The catalyst class is: 113. (7) Reactant: P(CCCC)(CCCC)CCCC.C1CCN(C(N=NC(N2CCCCC2)=O)=O)CC1.[Cl:32][C:33]1[CH:34]=[CH:35][C:36]([C:39]2[CH:44]=[CH:43][C:42]([OH:45])=[CH:41][CH:40]=2)=[N:37][CH:38]=1.O[CH2:47][CH:48]1[CH:53]([NH:54][C:55](=[O:61])[O:56][C:57]([CH3:60])([CH3:59])[CH3:58])[CH2:52][CH2:51][O:50][CH2:49]1.[OH-].[Na+]. Product: [Cl:32][C:33]1[CH:34]=[CH:35][C:36]([C:39]2[CH:44]=[CH:43][C:42]([O:45][CH2:47][CH:48]3[CH:53]([NH:54][C:55](=[O:61])[O:56][C:57]([CH3:60])([CH3:59])[CH3:58])[CH2:52][CH2:51][O:50][CH2:49]3)=[CH:41][CH:40]=2)=[N:37][CH:38]=1. The catalyst class is: 11.